Dataset: Reaction yield outcomes from USPTO patents with 853,638 reactions. Task: Predict the reaction yield, written as a fraction of the theoretical maximum amount of product (1.0 means a 100% yield; for example, 0.34 means a 34% yield). (1) The reactants are CC([N:5]([CH2:9][CH2:10][CH2:11][N:12]1[CH2:16][CH2:15][CH2:14][C@@H:13]1[CH2:17][N:18]1[N:27]=[C:26]([CH2:28][C:29]2[CH:34]=[CH:33][C:32]([Cl:35])=[CH:31][CH:30]=2)[C:25]2[C:20](=[CH:21][CH:22]=[CH:23][CH:24]=2)[C:19]1=[O:36])C(=O)[O-])(C)C.Cl. The catalyst is O1CCOCC1. The product is [NH2:5][CH2:9][CH2:10][CH2:11][N:12]1[CH2:16][CH2:15][CH2:14][C@@H:13]1[CH2:17][N:18]1[N:27]=[C:26]([CH2:28][C:29]2[CH:34]=[CH:33][C:32]([Cl:35])=[CH:31][CH:30]=2)[C:25]2[C:20](=[CH:21][CH:22]=[CH:23][CH:24]=2)[C:19]1=[O:36]. The yield is 0.880. (2) The reactants are [CH3:1][O:2][C:3]1[CH:8]=[CH:7][CH:6]=[CH:5][C:4]=1[CH:9]1[CH2:13][CH2:12][CH2:11][CH:10]1[OH:14].CC(C)=O.OS(O)(=O)=O.O=[Cr](=O)=O.C(O)(C)C. The catalyst is CC(C)=O. The product is [CH3:1][O:2][C:3]1[CH:8]=[CH:7][CH:6]=[CH:5][C:4]=1[CH:9]1[CH2:13][CH2:12][CH2:11][C:10]1=[O:14]. The yield is 0.736. (3) The reactants are C(O)(=O)/C=C/C(O)=O.[C:9]1([CH:15]2[CH2:21][CH2:20][CH2:19][CH2:18][NH:17][CH2:16]2)[CH:14]=[CH:13][CH:12]=[CH:11][CH:10]=1.[CH:22]([C:24]1[CH:39]=[CH:38][C:27]([O:28][C:29]2[CH:37]=[CH:36][C:32]([C:33]([NH2:35])=[O:34])=[CH:31][N:30]=2)=[CH:26][CH:25]=1)=O.C(O[BH-](OC(=O)C)OC(=O)C)(=O)C.[Na+].C(O)(=O)C. The catalyst is ClCCCl. The product is [C:9]1([CH:15]2[CH2:21][CH2:20][CH2:19][CH2:18][N:17]([CH2:22][C:24]3[CH:39]=[CH:38][C:27]([O:28][C:29]4[CH:37]=[CH:36][C:32]([C:33]([NH2:35])=[O:34])=[CH:31][N:30]=4)=[CH:26][CH:25]=3)[CH2:16]2)[CH:14]=[CH:13][CH:12]=[CH:11][CH:10]=1. The yield is 0.930. (4) The reactants are [N:1]1[CH:6]=[CH:5][CH:4]=[C:3]([C:7]2[CH:8]=[C:9]([CH:12]=[CH:13][C:14]=2[O:15][CH3:16])[CH:10]=O)[CH:2]=1.[Cl:17][C:18]1[CH:19]=[C:20]2[C:24](=[CH:25][CH:26]=1)[NH:23][C:22](=[O:27])[CH2:21]2.N1CCCC1. The catalyst is C(O)C. The product is [Cl:17][C:18]1[CH:19]=[C:20]2[C:24](=[CH:25][CH:26]=1)[NH:23][C:22](=[O:27])[C:21]2=[CH:10][C:9]1[CH:12]=[CH:13][C:14]([O:15][CH3:16])=[C:7]([C:3]2[CH:2]=[N:1][CH:6]=[CH:5][CH:4]=2)[CH:8]=1. The yield is 0.610. (5) The reactants are [NH2:1][C:2]1[N:7]=[C:6]([C:8]2[O:9][CH:10]=[CH:11][CH:12]=2)[C:5]([C:13]2[CH:18]=[CH:17][N:16]=[CH:15][CH:14]=2)=[CH:4][C:3]=1[NH:19][C:20]([CH:22]1[CH2:24][CH2:23]1)=O. The catalyst is C(O)(=O)C. The yield is 0.190. The product is [CH:22]1([C:20]2[NH:1][C:2]3=[N:7][C:6]([C:8]4[O:9][CH:10]=[CH:11][CH:12]=4)=[C:5]([C:13]4[CH:18]=[CH:17][N:16]=[CH:15][CH:14]=4)[CH:4]=[C:3]3[N:19]=2)[CH2:24][CH2:23]1. (6) The yield is 0.300. The product is [NH2:19][C:20]1[CH:25]=[CH:24][C:23]([S:26][C:8]2[C:7]3[C:5]4[C:4]([C:15]5[C:16]=3[C:11]([CH:12]=[CH:13][CH:14]=5)=[CH:10][CH:9]=2)=[C:3]([C:17]#[N:18])[C:2](=[O:1])[N:6]=4)=[CH:22][CH:21]=1. The catalyst is C(#N)C. The reactants are [O:1]=[C:2]1[N:6]=[C:5]2[C:7]3[CH:8]=[CH:9][CH:10]=[C:11]4[C:16]=3[C:15]([C:4]2=[C:3]1[C:17]#[N:18])=[CH:14][CH:13]=[CH:12]4.[NH2:19][C:20]1[CH:25]=[CH:24][C:23]([SH:26])=[CH:22][CH:21]=1.